This data is from Catalyst prediction with 721,799 reactions and 888 catalyst types from USPTO. The task is: Predict which catalyst facilitates the given reaction. (1) Reactant: [C:1]1([S+:7]([C:14]2[CH:19]=[CH:18][CH:17]=[CH:16][CH:15]=2)[C:8]2[CH:13]=[CH:12][CH:11]=[CH:10][CH:9]=2)[CH:6]=[CH:5][CH:4]=[CH:3][CH:2]=1.[F:20][C:21]([F:31])([S:28]([O-:30])=[O:29])[C:22]([F:27])([F:26])[CH2:23][CH2:24][OH:25].[C:32](O[C:32](=[O:36])[C:33]([CH3:35])=[CH2:34])(=[O:36])[C:33]([CH3:35])=[CH2:34].CS(O)(=O)=O.C(C1C=C(C)C=C(C(C)(C)C)C=1O)C1C=C(C)C=C(C(C)(C)C)C=1O. Product: [C:14]1([S+:7]([C:1]2[CH:2]=[CH:3][CH:4]=[CH:5][CH:6]=2)[C:8]2[CH:13]=[CH:12][CH:11]=[CH:10][CH:9]=2)[CH:15]=[CH:16][CH:17]=[CH:18][CH:19]=1.[F:31][C:21]([F:20])([S:28]([O-:30])=[O:29])[C:22]([F:26])([F:27])[CH2:23][CH2:24][O:25][C:32](=[O:36])[C:33]([CH3:35])=[CH2:34]. The catalyst class is: 22. (2) Reactant: C1(C(NC2C=C(O[C:14]3[CH:23]=[C:22]4[C:17]([CH2:18][CH2:19][CH:20]([C:24]([NH2:26])=[O:25])[CH2:21]4)=[CH:16][CH:15]=3)C=CN=2)=O)CC1.[F-].C([N+](CCCC)(CCCC)CCCC)CCC.O. Product: [CH2:21]1[C:22]2[C:17](=[CH:16][CH:15]=[CH:14][CH:23]=2)[CH2:18][CH2:19][CH:20]1[C:24]([NH2:26])=[O:25]. The catalyst class is: 1. (3) Reactant: C1([C:7]2[CH:8]=[CH:9][C:10]3[N:11]([C:26]4[CH:27]=[C:28](Br)[CH:29]=[CH:30][CH:31]=4)[C:12]4[C:17]([C:18]=3[CH:19]=2)=[CH:16][C:15]([C:20]2[CH:25]=[CH:24][CH:23]=[CH:22][CH:21]=2)=[CH:14][CH:13]=4)C=CC=CC=1.[NH2:33][C:34]1[CH:35]=[C:36]([C:42]#[N:43])[CH:37]=[C:38]([CH:41]=1)[C:39]#[N:40].[C:44](O[Na])([CH3:47])([CH3:46])C. Product: [C:42]([C:36]1[CH:35]=[C:34]([N:33]([C:8]2[CH:7]=[CH:19][CH:18]=[C:10]([N:11]3[C:12]4[CH:13]=[CH:14][C:15]([C:20]5[CH:25]=[CH:24][CH:23]=[CH:22][CH:21]=5)=[CH:16][C:17]=4[C:27]4[C:26]3=[CH:31][CH:30]=[C:29]([C:46]3[CH:44]=[CH:47][CH:17]=[CH:12][CH:13]=3)[CH:28]=4)[CH:9]=2)[C:7]2[CH:8]=[CH:9][CH:10]=[CH:18][CH:19]=2)[CH:41]=[C:38]([C:39]#[N:40])[CH:37]=1)#[N:43]. The catalyst class is: 101. (4) Reactant: [N:1]1[C:6]2[NH:7][CH:8]=[CH:9][C:5]=2[C:4]([C:10]2[CH:11]=[C:12]([NH:16][C:17](=[O:28])[C:18]3[CH:23]=[CH:22][CH:21]=[C:20]([C:24]([F:27])([F:26])[F:25])[CH:19]=3)[CH:13]=[CH:14][CH:15]=2)=[N:3][CH:2]=1.[H-].[Na+].[CH3:31][S:32](Cl)(=[O:34])=[O:33]. Product: [CH3:31][S:32]([N:7]1[C:6]2[N:1]=[CH:2][N:3]=[C:4]([C:10]3[CH:11]=[C:12]([NH:16][C:17](=[O:28])[C:18]4[CH:23]=[CH:22][CH:21]=[C:20]([C:24]([F:26])([F:25])[F:27])[CH:19]=4)[CH:13]=[CH:14][CH:15]=3)[C:5]=2[CH:9]=[CH:8]1)(=[O:34])=[O:33]. The catalyst class is: 3. (5) Reactant: [N:1]1[CH:6]=[CH:5][C:4]([O:7][C:8]2[CH:13]=[CH:12][C:11]([S:14]([OH:17])(=O)=[O:15])=[CH:10][CH:9]=2)=[CH:3][CH:2]=1.CN(C=O)C.S(Cl)([Cl:25])=O. Product: [ClH:25].[N:1]1[CH:6]=[CH:5][C:4]([O:7][C:8]2[CH:13]=[CH:12][C:11]([S:14]([Cl:25])(=[O:17])=[O:15])=[CH:10][CH:9]=2)=[CH:3][CH:2]=1. The catalyst class is: 10. (6) Reactant: [N+:1]([C:4]1[CH:5]=[C:6]([NH2:11])[C:7]([NH2:10])=[N:8][CH:9]=1)([O-:3])=[O:2].[C:12]1([N:18]=[C:19]=S)[CH:17]=[CH:16][CH:15]=[CH:14][CH:13]=1.N=C=N. Product: [N+:1]([C:4]1[CH:5]=[C:6]2[N:11]=[C:19]([NH:18][C:12]3[CH:17]=[CH:16][CH:15]=[CH:14][CH:13]=3)[NH:10][C:7]2=[N:8][CH:9]=1)([O-:3])=[O:2]. The catalyst class is: 1. (7) The catalyst class is: 3. Product: [Br:19][C:15]1[CH:16]=[C:17]([F:18])[C:12]([O:11][CH2:10][C:7]2([CH2:6][C:21]#[N:22])[CH2:9][CH2:8]2)=[C:13]([F:20])[CH:14]=1. Reactant: CS(O[CH2:6][C:7]1([CH2:10][O:11][C:12]2[C:17]([F:18])=[CH:16][C:15]([Br:19])=[CH:14][C:13]=2[F:20])[CH2:9][CH2:8]1)(=O)=O.[C-:21]#[N:22].[Na+].